Task: Predict the reaction yield, written as a fraction of the theoretical maximum amount of product (1.0 means a 100% yield; for example, 0.34 means a 34% yield).. Dataset: Reaction yield outcomes from USPTO patents with 853,638 reactions (1) The reactants are [CH3:1][O:2][C:3]1[CH:8]=[CH:7][C:6]([CH:9]2[CH2:17][N:16]3[C:11]([NH:12][N:13]=[C:14]([CH2:19][NH:20][C:21]([C:23]4([C:26]([F:29])([F:28])[F:27])[CH2:25][CH2:24]4)=O)[C:15]3=[O:18])=[N:10]2)=[CH:5][CH:4]=1.P([O-])([O-])([O-])=O.[K+].[K+].[K+]. The catalyst is P(Cl)(Cl)(Cl)=O. The product is [CH3:1][O:2][C:3]1[CH:8]=[CH:7][C:6]([CH:9]2[CH2:17][N:16]3[C:11]([NH:12][N:13]4[C:21]([C:23]5([C:26]([F:29])([F:28])[F:27])[CH2:25][CH2:24]5)=[N:20][CH:19]=[C:14]4[C:15]3=[O:18])=[N:10]2)=[CH:5][CH:4]=1. The yield is 0.500. (2) The reactants are [F:1][C:2]1[CH:10]=[CH:9][C:8]([N:11]([CH3:20])[S:12]([C:15]2[S:16][CH:17]=[CH:18][CH:19]=2)(=[O:14])=[O:13])=[C:7]2[C:3]=1[CH:4]=[C:5]([C:24](=[S:26])[NH2:25])[N:6]2[CH2:21][O:22][CH3:23].Br[CH2:28][CH:29](OCC)OCC.CN(C)C(=O)C. The catalyst is C(OCC)(=O)C. The product is [F:1][C:2]1[CH:10]=[CH:9][C:8]([N:11]([CH3:20])[S:12]([C:15]2[S:16][CH:17]=[CH:18][CH:19]=2)(=[O:13])=[O:14])=[C:7]2[C:3]=1[CH:4]=[C:5]([C:24]1[S:26][CH:28]=[CH:29][N:25]=1)[N:6]2[CH2:21][O:22][CH3:23]. The yield is 0.620.